This data is from Full USPTO retrosynthesis dataset with 1.9M reactions from patents (1976-2016). The task is: Predict the reactants needed to synthesize the given product. (1) Given the product [CH2:33]([O:32][C:17]1[CH:16]=[C:15]([C:12]2[CH:13]=[CH:14][C:9]([N:4]3[CH2:3][CH2:2][NH:7][CH2:6][CH2:5]3)=[CH:10][CH:11]=2)[N:20]=[C:19]2[N:21]([C:26]3[CH:31]=[CH:30][CH:29]=[CH:28][CH:27]=3)[N:22]=[C:23]([CH2:24][CH3:25])[C:18]=12)[CH3:34], predict the reactants needed to synthesize it. The reactants are: C[CH:2]1[NH:7][CH:6](C)[CH2:5][N:4]([C:9]2[CH:14]=[CH:13][C:12]([C:15]3[N:20]=[C:19]4[N:21]([C:26]5[CH:31]=[CH:30][CH:29]=[CH:28][CH:27]=5)[N:22]=[C:23]([CH2:24][CH3:25])[C:18]4=[C:17]([O:32][CH3:33])[CH:16]=3)=[CH:11][CH:10]=2)[CH2:3]1.[C:34](OC(N1CCNCC1)=O)(C)(C)C.Cl. (2) The reactants are: [NH2:1][C:2]1[CH:14]=[CH:13][C:12]([C:15]2[CH:16]=[N:17][N:18]([CH2:20][CH2:21][CH2:22]O)[CH:19]=2)=[CH:11][C:3]=1[C:4]([N:6]([CH2:9]C)[CH2:7]C)=[O:5].NC1C=CC(Br)=C2C=1[C:32](=[O:34])N(C)C2.CC1(C)C(C)(C)OB(C2C=NN(CCCCO)C=2)O1. Given the product [NH2:1][C:2]1[CH:14]=[CH:13][C:12]([C:15]2[CH:16]=[N:17][N:18]([CH2:20][CH2:21][CH2:22][CH2:32][OH:34])[CH:19]=2)=[C:11]2[C:3]=1[C:4](=[O:5])[N:6]([CH3:7])[CH2:9]2, predict the reactants needed to synthesize it. (3) Given the product [C:1]([O:9][C:10]1([CH2:13][N:20]2[C:21]3[C:17](=[C:16]([Cl:15])[CH:24]=[CH:23][CH:22]=3)[C:18]([C:25](=[O:26])[NH:27][CH2:28][CH:29]3[CH2:30][CH2:31][C:32]([F:35])([F:36])[CH2:33][CH2:34]3)=[CH:19]2)[CH2:11][CH2:12]1)(=[O:8])[C:2]1[CH:3]=[CH:4][CH:5]=[CH:6][CH:7]=1, predict the reactants needed to synthesize it. The reactants are: [C:1]([O:9][C:10]1([CH2:13]O)[CH2:12][CH2:11]1)(=[O:8])[C:2]1[CH:7]=[CH:6][CH:5]=[CH:4][CH:3]=1.[Cl:15][C:16]1[CH:24]=[CH:23][CH:22]=[C:21]2[C:17]=1[C:18]([C:25]([NH:27][CH2:28][CH:29]1[CH2:34][CH2:33][C:32]([F:36])([F:35])[CH2:31][CH2:30]1)=[O:26])=[CH:19][NH:20]2.C(C=P(CCCC)(CCCC)CCCC)#N. (4) Given the product [Cl:1][C:2]1[C:3]([O:8][C@@H:9]([CH3:14])[C:10]([F:12])([F:13])[F:11])=[N:4][CH:5]=[C:6]([B:18]2[O:19][C:20]([CH3:22])([CH3:21])[C:16]([CH3:32])([CH3:15])[O:17]2)[CH:7]=1, predict the reactants needed to synthesize it. The reactants are: [Cl:1][C:2]1[C:3]([O:8][C@@H:9]([CH3:14])[C:10]([F:13])([F:12])[F:11])=[N:4][CH:5]=[CH:6][CH:7]=1.[CH3:15][C:16]1([CH3:32])[C:20]([CH3:22])([CH3:21])[O:19][B:18]([B:18]2[O:19][C:20]([CH3:22])([CH3:21])[C:16]([CH3:32])([CH3:15])[O:17]2)[O:17]1.C(C1C=CN=C(C2C=C(C(C)(C)C)C=CN=2)C=1)(C)(C)C.N#N. (5) The reactants are: [F:1][C:2]1[CH:7]=[CH:6][C:5]([N:8]2[C:11](=[O:12])[C@H:10]([S:13][CH2:14][C:15]([C:17]3[CH:22]=[CH:21][C:20]([F:23])=[CH:19][CH:18]=3)=[O:16])[C@H:9]2[C:24]2[CH:46]=[CH:45][C:27]([O:28][CH2:29][C:30]([NH:32][CH2:33][C:34]([NH:36][C@@H:37]([C:42]([OH:44])=[O:43])[CH2:38][CH2:39][CH2:40][NH2:41])=[O:35])=[O:31])=[CH:26][CH:25]=2)=[CH:4][CH:3]=1.[BH4-].[Na+]. Given the product [F:1][C:2]1[CH:7]=[CH:6][C:5]([N:8]2[C:11](=[O:12])[C@H:10]([S:13][CH2:14][CH:15]([C:17]3[CH:18]=[CH:19][C:20]([F:23])=[CH:21][CH:22]=3)[OH:16])[C@H:9]2[C:24]2[CH:46]=[CH:45][C:27]([O:28][CH2:29][C:30]([NH:32][CH2:33][C:34]([NH:36][C@@H:37]([C:42]([OH:44])=[O:43])[CH2:38][CH2:39][CH2:40][NH2:41])=[O:35])=[O:31])=[CH:26][CH:25]=2)=[CH:4][CH:3]=1, predict the reactants needed to synthesize it. (6) The reactants are: [CH3:1][C:2]1[C:7]([CH3:8])=[CH:6][CH:5]=[CH:4][C:3]=1[OH:9].[C:10](=O)([O-])[O-].[K+].[K+].Br[C:17]([CH3:28])([CH3:27])[C:18]([C:20]1[CH:25]=[CH:24][C:23](Br)=[CH:22][CH:21]=1)=[O:19].O. Given the product [CH3:1][C:2]1[C:7]([CH3:8])=[CH:6][CH:5]=[CH:4][C:3]=1[O:9][C:17]([CH3:28])([CH3:27])[C:18]([C:20]1[CH:25]=[CH:24][C:23]([CH3:10])=[CH:22][CH:21]=1)=[O:19], predict the reactants needed to synthesize it. (7) Given the product [Br:16][C:17]1[CH:22]=[CH:21][C:20]([CH:2]([C:1]([O:8][CH3:9])=[O:7])[C:3]([O:5][CH3:6])=[O:4])=[C:19]([N+:24]([O-:26])=[O:25])[CH:18]=1, predict the reactants needed to synthesize it. The reactants are: [C:1]([O:8][CH3:9])(=[O:7])[CH2:2][C:3]([O:5][CH3:6])=[O:4].C([O-])([O-])=O.[K+].[K+].[Br:16][C:17]1[CH:22]=[CH:21][C:20](F)=[C:19]([N+:24]([O-:26])=[O:25])[CH:18]=1.Cl. (8) The reactants are: [CH3:1][O:2][C:3](=[O:27])[CH:4]([C:8]1[C:9](Cl)=[N:10][C:11]([N:20]2[CH2:25][CH2:24][CH2:23][CH2:22][CH2:21]2)=[N:12][C:13]=1[C:14]1[CH:19]=[CH:18][CH:17]=[CH:16][CH:15]=1)[CH2:5][CH2:6][CH3:7].B(O)(O)[C:29]1[CH:30]=[CH:31][C:32](C)=[CH:33][CH:34]=1.[CH:38](N(CC)C(C)C)(C)C. Given the product [C:29]1([C:9]2[C:8]([CH:4]([CH2:5][CH2:6][CH3:7])[C:3]([O:2][CH3:1])=[O:27])=[C:13]([C:14]3[CH:19]=[CH:18][C:17]([CH3:38])=[CH:16][CH:15]=3)[N:12]=[C:11]([N:20]3[CH2:25][CH2:24][CH2:23][CH2:22][CH2:21]3)[N:10]=2)[CH:30]=[CH:31][CH:32]=[CH:33][CH:34]=1, predict the reactants needed to synthesize it. (9) Given the product [CH3:3][S:7][C:6]1[NH:5][CH:12]=[CH:11][C:9](=[O:10])[N:8]=1, predict the reactants needed to synthesize it. The reactants are: [OH-].[Na+].[CH3:3]I.[NH:5]1[CH:12]=[CH:11][C:9](=[O:10])[NH:8][C:6]1=[S:7].